Predict the reactants needed to synthesize the given product. From a dataset of Full USPTO retrosynthesis dataset with 1.9M reactions from patents (1976-2016). (1) Given the product [CH3:9][O:8][C:6]([C:5]1([C:4]([CH:1]2[CH2:3][CH2:2]2)=[O:10])[CH2:17][CH2:16][CH2:15][CH2:14]1)=[O:7], predict the reactants needed to synthesize it. The reactants are: [CH:1]1([C:4](=[O:10])[CH2:5][C:6]([O:8][CH3:9])=[O:7])[CH2:3][CH2:2]1.[H-].[Na+].Br[CH2:14][CH2:15][CH2:16][CH2:17]Br. (2) The reactants are: [O:1]([C:8]1[CH:9]=[CH:10][C:11]([CH2:14][OH:15])=[N:12][CH:13]=1)[C:2]1[CH:7]=[CH:6][CH:5]=[CH:4][CH:3]=1.[O-2].[Mg+4].[O-2]. Given the product [O:1]([C:8]1[CH:9]=[CH:10][C:11]([CH:14]=[O:15])=[N:12][CH:13]=1)[C:2]1[CH:3]=[CH:4][CH:5]=[CH:6][CH:7]=1, predict the reactants needed to synthesize it. (3) Given the product [CH2:18]([O:17][C:12](=[O:16])[CH:13]=[C:14]([C:2]1[CH:3]=[C:4]2[C:9](=[CH:10][CH:11]=1)[CH:8]=[N:7][CH:6]=[CH:5]2)[CH3:15])[CH3:19], predict the reactants needed to synthesize it. The reactants are: Br[C:2]1[CH:3]=[C:4]2[C:9](=[CH:10][CH:11]=1)[CH:8]=[N:7][CH:6]=[CH:5]2.[C:12]([O:17][CH2:18][CH3:19])(=[O:16])/[CH:13]=[CH:14]/[CH3:15].C1(C)C=CC=CC=1P(C1C=CC=CC=1C)C1C=CC=CC=1C.C(N(CCCC)CCCC)CCC. (4) The reactants are: [Cl:1][C:2]1[CH:7]=[C:6]([F:8])[C:5]([N:9]2[C:14](=[O:15])[CH:13]=[C:12]([C:16]([F:19])([F:18])[F:17])[N:11]([CH3:20])[C:10]2=[O:21])=[CH:4][C:3]=1[N:22]=[C:23]1[N:27]([CH2:28][C:29]([O:31][CH2:32][CH3:33])=[O:30])[C:26](=[O:34])[CH:25]([CH2:35][C:36](=[O:58])[NH:37][O:38]C(C2C=CC=CC=2)(C2C=CC=CC=2)C2C=CC=CC=2)[S:24]1.C([SiH](C(C)C)C(C)C)(C)C.CO. Given the product [Cl:1][C:2]1[CH:7]=[C:6]([F:8])[C:5]([N:9]2[C:14](=[O:15])[CH:13]=[C:12]([C:16]([F:19])([F:17])[F:18])[N:11]([CH3:20])[C:10]2=[O:21])=[CH:4][C:3]=1[N:22]=[C:23]1[N:27]([CH2:28][C:29]([O:31][CH2:32][CH3:33])=[O:30])[C:26](=[O:34])[CH:25]([CH2:35][C:36](=[O:58])[NH:37][OH:38])[S:24]1, predict the reactants needed to synthesize it. (5) Given the product [Cl:1][C:2]1[CH:7]=[C:6]([N:8]([CH2:9][CH:10]([N:12]2[CH2:13][CH2:14][O:15][CH2:16][CH2:17]2)[CH3:11])[C:42](=[O:43])[O:41][C:37]([CH3:40])([CH3:39])[CH3:38])[N:5]2[N:18]=[CH:19][CH:20]=[C:4]2[N:3]=1, predict the reactants needed to synthesize it. The reactants are: [Cl:1][C:2]1[CH:7]=[C:6]([NH:8][CH2:9][CH:10]([N:12]2[CH2:17][CH2:16][O:15][CH2:14][CH2:13]2)[CH3:11])[N:5]2[N:18]=[CH:19][CH:20]=[C:4]2[N:3]=1.C(N(CC)CC)C.CN(C1C=CC=CN=1)C.[C:37]([O:41][C:42](O[C:42]([O:41][C:37]([CH3:40])([CH3:39])[CH3:38])=[O:43])=[O:43])([CH3:40])([CH3:39])[CH3:38].